This data is from Forward reaction prediction with 1.9M reactions from USPTO patents (1976-2016). The task is: Predict the product of the given reaction. (1) Given the reactants [C:1]([C:4]1[CH:5]=[C:6]2[C:11](=[CH:12][CH:13]=1)[N:10]([CH:14]1[CH2:19][CH2:18][O:17][CH2:16][CH2:15]1)[C:9](=[O:20])[N:8]([CH2:21][C:22]1[CH:27]=[CH:26][C:25]([O:28][CH3:29])=[C:24]([O:30][CH3:31])[CH:23]=1)[C:7]2=[O:32])(=[O:3])[CH3:2].[CH3:33][Mg]I, predict the reaction product. The product is: [CH3:31][O:30][C:24]1[CH:23]=[C:22]([CH:27]=[CH:26][C:25]=1[O:28][CH3:29])[CH2:21][N:8]1[C:7](=[O:32])[C:6]2[C:11](=[CH:12][CH:13]=[C:4]([C:1]([OH:3])([CH3:33])[CH3:2])[CH:5]=2)[N:10]([CH:14]2[CH2:15][CH2:16][O:17][CH2:18][CH2:19]2)[C:9]1=[O:20]. (2) Given the reactants [NH2:1][C:2]1[CH:7]=[CH:6][CH:5]=[CH:4][C:3]=1[S:8]([N:11]([CH3:13])[CH3:12])(=[O:10])=[O:9].[H-].[Na+].[Cl:16][C:17]1[N:22]=[C:21](Cl)[C:20]([Cl:24])=[CH:19][N:18]=1, predict the reaction product. The product is: [Cl:16][C:17]1[N:22]=[C:21]([NH:1][C:2]2[CH:7]=[CH:6][CH:5]=[CH:4][C:3]=2[S:8]([N:11]([CH3:13])[CH3:12])(=[O:10])=[O:9])[C:20]([Cl:24])=[CH:19][N:18]=1. (3) Given the reactants [F:1][C:2]1[CH:23]=[CH:22][CH:21]=[C:20]([F:24])[C:3]=1[C:4]([NH:6][C:7]1[CH:12]=[N:11][C:10]([C:13]2[CH2:14][NH:15][CH2:16][CH2:17][C:18]=2[CH3:19])=[CH:9][N:8]=1)=[O:5].[CH3:25][N:26]([CH3:31])[S:27](Cl)(=[O:29])=[O:28].C(N(CC)CC)C, predict the reaction product. The product is: [CH3:25][N:26]([CH3:31])[S:27]([N:15]1[CH2:16][CH2:17][C:18]([CH3:19])=[C:13]([C:10]2[N:11]=[CH:12][C:7]([NH:6][C:4](=[O:5])[C:3]3[C:2]([F:1])=[CH:23][CH:22]=[CH:21][C:20]=3[F:24])=[N:8][CH:9]=2)[CH2:14]1)(=[O:29])=[O:28]. (4) Given the reactants [NH2:1][NH:2][C:3]([C:5]1[C:10]([CH3:11])=[CH:9][CH:8]=[CH:7][N:6]=1)=[NH:4].[Br:12][C:13]1[CH:14]=[CH:15][C:16]([OH:21])=[C:17]([CH:20]=1)[CH:18]=O, predict the reaction product. The product is: [Br:12][C:13]1[CH:14]=[CH:15][C:16]([OH:21])=[C:17]([C:18]2[NH:1][N:2]=[C:3]([C:5]3[C:10]([CH3:11])=[CH:9][CH:8]=[CH:7][N:6]=3)[N:4]=2)[CH:20]=1. (5) Given the reactants [CH2:1]([NH:3][C:4]1[C:9]([CH:10]=O)=[CH:8][N:7]=[C:6]2[NH:12][CH:13]=[CH:14][C:5]=12)[CH3:2].[Cl:15][C:16]1[C:22]([O:23][CH3:24])=[CH:21][C:20]([O:25][CH3:26])=[C:19]([F:27])[C:17]=1[NH2:18].CC1(C)C2CC[C@@]1(CS(O)(=O)=O)C(=O)C2.C1(C)C=CC=CC=1.[AlH4-].[Li+], predict the reaction product. The product is: [Cl:15][C:16]1[C:22]([O:23][CH3:24])=[CH:21][C:20]([O:25][CH3:26])=[C:19]([F:27])[C:17]=1[NH:18][CH2:10][C:9]1[CH:8]=[N:7][C:6]2[NH:12][CH:13]=[CH:14][C:5]=2[C:4]=1[NH:3][CH2:1][CH3:2].